This data is from Full USPTO retrosynthesis dataset with 1.9M reactions from patents (1976-2016). The task is: Predict the reactants needed to synthesize the given product. (1) Given the product [Cl:20][C:21]1[CH:26]=[CH:25][C:24]([Cl:27])=[CH:23][C:22]=1[O:28][C:2]1[CH:3]=[N:4][CH:5]=[CH:6][C:7]=1[C:8]([N:10]1[C:19]2[C:14](=[CH:15][CH:16]=[CH:17][CH:18]=2)[CH2:13][CH2:12][CH2:11]1)=[O:9], predict the reactants needed to synthesize it. The reactants are: Br[C:2]1[CH:3]=[N:4][CH:5]=[CH:6][C:7]=1[C:8]([N:10]1[C:19]2[C:14](=[CH:15][CH:16]=[CH:17][CH:18]=2)[CH2:13][CH2:12][CH2:11]1)=[O:9].[Cl:20][C:21]1[CH:26]=[CH:25][C:24]([Cl:27])=[CH:23][C:22]=1[OH:28].C(=O)([O-])[O-].[K+].[K+]. (2) Given the product [CH2:1]([O:8][C:9]1[CH:10]=[CH:11][C:12]([C:15]2[N:42]([C:44]3[CH:49]=[N:48][C:47]([O:50][CH3:51])=[CH:46][CH:45]=3)[N:43]=[C:17]([OH:19])[CH:16]=2)=[CH:13][CH:14]=1)[C:2]1[CH:3]=[CH:4][CH:5]=[CH:6][CH:7]=1, predict the reactants needed to synthesize it. The reactants are: [CH2:1]([O:8][C:9]1[CH:14]=[CH:13][C:12]([C:15]#[C:16][C:17]([OH:19])=O)=[CH:11][CH:10]=1)[C:2]1[CH:7]=[CH:6][CH:5]=[CH:4][CH:3]=1.O.ON1C2C=CC=CC=2N=N1.C(N(C(C)C)CC)(C)C.Cl.Cl.[NH:42]([C:44]1[CH:45]=[CH:46][C:47]([O:50][CH3:51])=[N:48][CH:49]=1)[NH2:43].NN. (3) Given the product [F:1][C:2]1[CH:10]=[CH:9][C:8]([CH2:11][C:12]2[C:21]3[CH2:20][CH2:19][CH2:18][CH2:17][C:16]=3[C:15](=[O:22])[NH:14][N:13]=2)=[CH:7][C:3]=1[C:4]([N:23]1[CH2:28][CH2:27][CH:26]([NH:29][C:30](=[O:37])[C:31]2[CH:36]=[CH:35][CH:34]=[CH:33][CH:32]=2)[CH2:25][CH2:24]1)=[O:5], predict the reactants needed to synthesize it. The reactants are: [F:1][C:2]1[CH:10]=[CH:9][C:8]([CH2:11][C:12]2[C:21]3[CH2:20][CH2:19][CH2:18][CH2:17][C:16]=3[C:15](=[O:22])[NH:14][N:13]=2)=[CH:7][C:3]=1[C:4](O)=[O:5].[NH:23]1[CH2:28][CH2:27][CH:26]([NH:29][C:30](=[O:37])[C:31]2[CH:36]=[CH:35][CH:34]=[CH:33][CH:32]=2)[CH2:25][CH2:24]1.C(N(CC)CC)C.F[P-](F)(F)(F)(F)F.N1(OC(N(C)C)=[N+](C)C)C2C=CC=CC=2N=N1. (4) Given the product [Cl:58][C:56]1[CH:55]=[CH:54][C:53]([F:59])=[C:52]([C:49]2[CH:48]=[CH:47][C:46]([CH2:45][C@@H:44]([NH:60][C:61]([C:63]3[NH:64][N:65]=[N:66][CH:67]=3)=[O:62])[CH2:43][C@@H:39]([NH:38][C:6](=[O:5])[CH2:8][NH:9][CH3:10])[C:40]([OH:42])=[O:41])=[CH:51][CH:50]=2)[CH:57]=1, predict the reactants needed to synthesize it. The reactants are: C([O:5][C:6]([CH2:8][NH:9][CH2:10]C(O)=O)=O)(C)(C)C.CN(C(ON1N=NC2C=CC=NC1=2)=[N+](C)C)C.F[P-](F)(F)(F)(F)F.[NH2:38][C@H:39]([CH2:43][C@H:44]([NH:60][C:61]([C:63]1[NH:64][N:65]=[N:66][CH:67]=1)=[O:62])[CH2:45][C:46]1[CH:51]=[CH:50][C:49]([C:52]2[CH:57]=[C:56]([Cl:58])[CH:55]=[CH:54][C:53]=2[F:59])=[CH:48][CH:47]=1)[C:40]([OH:42])=[O:41].CCN(C(C)C)C(C)C.Cl.O1CCOCC1. (5) Given the product [NH:33]1[C:34]2[CH:39]=[CH:38][CH:37]=[CH:36][C:35]=2[N:31]=[C:32]1[C:40]1[C:48]2[C:43](=[CH:44][CH:45]=[C:46]([NH:49][C:8]([C:5]3([CH3:11])[CH2:4][CH2:3][N:2]([CH3:1])[CH2:7][CH2:6]3)=[O:10])[CH:47]=2)[N:42]([CH:50]2[CH2:55][CH2:54][CH2:53][CH2:52][O:51]2)[N:41]=1, predict the reactants needed to synthesize it. The reactants are: [CH3:1][N:2]1[CH2:7][CH2:6][C:5]([CH3:11])([C:8]([OH:10])=O)[CH2:4][CH2:3]1.C1C=CC2N(O)N=NC=2C=1.C(Cl)CCl.C(=O)(O)[O-].[Na+].[NH:31]1[C:35]2[CH:36]=[CH:37][CH:38]=[CH:39][C:34]=2[N:33]=[C:32]1[C:40]1[C:48]2[C:43](=[CH:44][CH:45]=[C:46]([NH2:49])[CH:47]=2)[N:42]([CH:50]2[CH2:55][CH2:54][CH2:53][CH2:52][O:51]2)[N:41]=1. (6) The reactants are: [CH3:1][CH:2]1[CH2:7][CH2:6][N:5]([CH:8]2[CH2:13][CH2:12][NH:11][CH2:10][CH2:9]2)[CH2:4][CH2:3]1.[Cl:14][C:15]1[CH:20]=[C:19]([Cl:21])[CH:18]=[C:17]([CH3:22])[C:16]=1[S:23](Cl)(=[O:25])=[O:24]. Given the product [Cl:14][C:15]1[CH:20]=[C:19]([Cl:21])[CH:18]=[C:17]([CH3:22])[C:16]=1[S:23]([N:11]1[CH2:12][CH2:13][CH:8]([N:5]2[CH2:6][CH2:7][CH:2]([CH3:1])[CH2:3][CH2:4]2)[CH2:9][CH2:10]1)(=[O:25])=[O:24], predict the reactants needed to synthesize it. (7) Given the product [C:1]([O:5][C:6](=[O:38])[NH:7][C@H:8]1[CH2:16][CH2:15][CH2:14][C@H:13]([CH:17]=[CH2:18])[C@@H:12]([O:29][C:30]2[CH:31]=[CH:32][CH:33]=[CH:34][CH:35]=2)[C@H:11]([CH3:36])[O:10][C:9]1=[O:37])([CH3:2])([CH3:3])[CH3:4], predict the reactants needed to synthesize it. The reactants are: [C:1]([O:5][C:6](=[O:38])[NH:7][C@H:8]1[CH2:16][CH2:15][CH2:14][C@H:13]([CH2:17][CH2:18][Se]C2C=CC=CC=2[N+]([O-])=O)[C@@H:12]([O:29][C:30]2[CH:35]=[CH:34][CH:33]=[CH:32][CH:31]=2)[C@H:11]([CH3:36])[O:10][C:9]1=[O:37])([CH3:4])([CH3:3])[CH3:2].OO.